From a dataset of Forward reaction prediction with 1.9M reactions from USPTO patents (1976-2016). Predict the product of the given reaction. (1) The product is: [CH:15]1([N:13]2[CH:14]=[C:10]([NH:9][C:8]([NH:20][C:21]3[CH:30]=[CH:29][CH:28]=[C:27]4[C:22]=3[CH:23]=[CH:24][N:25]=[CH:26]4)=[O:19])[N:11]=[CH:12]2)[CH2:16][CH2:17][CH2:18]1. Given the reactants C1(O[C:8](=[O:19])[NH:9][C:10]2[N:11]=[CH:12][N:13]([CH:15]3[CH2:18][CH2:17][CH2:16]3)[CH:14]=2)C=CC=CC=1.[NH2:20][C:21]1[CH:30]=[CH:29][CH:28]=[C:27]2[C:22]=1[CH:23]=[CH:24][N:25]=[CH:26]2, predict the reaction product. (2) Given the reactants [Br:1][C:2]1[CH:3]=[CH:4][C:5]([C:8]([OH:10])=O)=[N:6][CH:7]=1.CN(C(ON1N=NC2C=CC=NC1=2)=[N+](C)C)C.F[P-](F)(F)(F)(F)F.C(N(CC)CC)C.[F:42][C:43]1[CH:44]=[C:45]2[C:55](=[CH:56][CH:57]=1)[O:54][C:48]1([CH2:53][CH2:52][NH:51][CH2:50][CH2:49]1)[CH2:47][C@H:46]2[O:58][CH:59]([CH3:61])[CH3:60], predict the reaction product. The product is: [Br:1][C:2]1[CH:3]=[CH:4][C:5]([C:8]([N:51]2[CH2:52][CH2:53][C:48]3([CH2:47][C@@H:46]([O:58][CH:59]([CH3:60])[CH3:61])[C:45]4[C:55](=[CH:56][CH:57]=[C:43]([F:42])[CH:44]=4)[O:54]3)[CH2:49][CH2:50]2)=[O:10])=[N:6][CH:7]=1.